Dataset: Full USPTO retrosynthesis dataset with 1.9M reactions from patents (1976-2016). Task: Predict the reactants needed to synthesize the given product. (1) The reactants are: [ClH:1].C([O-])(O)=O.[Na+].O[C:8]1[C:17]2[C:12](=[CH:13][CH:14]=[N:15][CH:16]=2)[CH:11]=[C:10]([C:18]2[CH:23]=[CH:22][CH:21]=[CH:20][CH:19]=2)[N:9]=1. Given the product [Cl:1][C:8]1[C:17]2[C:12](=[CH:13][CH:14]=[N:15][CH:16]=2)[CH:11]=[C:10]([C:18]2[CH:23]=[CH:22][CH:21]=[CH:20][CH:19]=2)[N:9]=1, predict the reactants needed to synthesize it. (2) Given the product [Br:15][C:9]1[C:10]([CH3:14])=[N:11][N:12]([CH3:13])[C:8]=1[C:5]1[CH:4]=[CH:3][C:2]([F:1])=[CH:7][CH:6]=1, predict the reactants needed to synthesize it. The reactants are: [F:1][C:2]1[CH:7]=[CH:6][C:5]([C:8]2[N:12]([CH3:13])[N:11]=[C:10]([CH3:14])[CH:9]=2)=[CH:4][CH:3]=1.[Br:15]N1C(=O)CCC1=O. (3) Given the product [CH3:1][O:2][C:3]1[CH:34]=[CH:33][C:6]([O:7][C:8]2[CH:9]=[CH:10][C:11]([CH2:12][NH:13][C:14]([C:16]3([NH:19][C:20]([C:22]4[CH:23]=[N:24][C:25]([S:28]([CH3:30])(=[O:47])=[O:29])=[N:26][CH:27]=4)=[O:21])[CH2:17][CH2:18]3)=[O:15])=[CH:31][CH:32]=2)=[C:5]([C:35]([F:36])([F:38])[F:37])[CH:4]=1, predict the reactants needed to synthesize it. The reactants are: [CH3:1][O:2][C:3]1[CH:34]=[CH:33][C:6]([O:7][C:8]2[CH:32]=[CH:31][C:11]([CH2:12][NH:13][C:14]([C:16]3([NH:19][C:20]([C:22]4[CH:23]=[N:24][C:25]([S:28]([CH3:30])=[O:29])=[N:26][CH:27]=4)=[O:21])[CH2:18][CH2:17]3)=[O:15])=[CH:10][CH:9]=2)=[C:5]([C:35]([F:38])([F:37])[F:36])[CH:4]=1.ClC1C=CC=C(C(OO)=[O:47])C=1. (4) Given the product [Cl:1][C:2]1[C:7]([C:19]#[C:18][C:20]2[CH:25]=[CH:24][C:23]([CH2:26][CH3:27])=[CH:22][CH:21]=2)=[CH:6][N:5]=[C:4]([N:9]=[CH:10][N:11]([CH:15]([CH3:17])[CH3:16])[CH:12]([CH3:14])[CH3:13])[N:3]=1, predict the reactants needed to synthesize it. The reactants are: [Cl:1][C:2]1[C:7](I)=[CH:6][N:5]=[C:4]([N:9]=[CH:10][N:11]([CH:15]([CH3:17])[CH3:16])[CH:12]([CH3:14])[CH3:13])[N:3]=1.[CH2:18]([C:20]1[CH:25]=[CH:24][C:23]([C:26]#[CH:27])=[CH:22][CH:21]=1)[CH3:19]. (5) Given the product [C:1]([O:5][C:6]([N:8]1[CH2:12][CH2:11][CH2:10][C:9]1([CH2:16][CH:17]1[CH2:18][CH2:19]1)[CH2:13][OH:14])=[O:7])([CH3:4])([CH3:2])[CH3:3], predict the reactants needed to synthesize it. The reactants are: [C:1]([O:5][C:6]([N:8]1[CH2:12][CH2:11][CH2:10][C:9]1([CH2:16][CH:17]1[CH2:19][CH2:18]1)[C:13](O)=[O:14])=[O:7])([CH3:4])([CH3:3])[CH3:2]. (6) Given the product [CH3:31][C@H:30]1[C:23]2[C:22]([N:11]3[CH2:12][CH2:13][N:8]([C:14]([O:16][C:17]([CH3:20])([CH3:19])[CH3:18])=[O:15])[CH2:9][CH2:10]3)=[N:27][CH:26]=[N:25][C:24]=2[CH2:28][CH2:29]1, predict the reactants needed to synthesize it. The reactants are: C(N(CC)CC)C.[N:8]1([C:14]([O:16][C:17]([CH3:20])([CH3:19])[CH3:18])=[O:15])[CH2:13][CH2:12][NH:11][CH2:10][CH2:9]1.Cl[C:22]1[C:23]2[C@H:30]([CH3:31])[CH2:29][CH2:28][C:24]=2[N:25]=[CH:26][N:27]=1.C(OCC)(=O)C. (7) The reactants are: [CH3:1][O:2][C:3]1[CH:4]=[C:5]2[C:10](=[CH:11][C:12]=1[O:13][CH3:14])[N:9]=[CH:8][N:7]=[C:6]2[O:15][C:16]1[CH:22]=[CH:21][C:19]([NH2:20])=[CH:18][CH:17]=1.C(N(CC)CC)C.Cl[C:31](Cl)([O:33]C(=O)OC(Cl)(Cl)Cl)Cl.[NH2:42][C:43]1[O:47][N:46]=[C:45]([CH3:48])[CH:44]=1. Given the product [CH3:1][O:2][C:3]1[CH:4]=[C:5]2[C:10](=[CH:11][C:12]=1[O:13][CH3:14])[N:9]=[CH:8][N:7]=[C:6]2[O:15][C:16]1[CH:22]=[CH:21][C:19]([NH:20][C:31]([NH:42][C:43]2[O:47][N:46]=[C:45]([CH3:48])[CH:44]=2)=[O:33])=[CH:18][CH:17]=1, predict the reactants needed to synthesize it. (8) Given the product [O:2]=[CH:3][CH2:4][CH2:5][N:6]1[CH:14]=[C:13]2[C:8]([CH:9]=[C:10]([NH:15][C:16]([NH:18][C:19]3[CH:24]=[CH:23][C:22]([O:25][C:26]4[CH:31]=[CH:30][CH:29]=[CH:28][CH:27]=4)=[CH:21][CH:20]=3)=[O:17])[CH:11]=[CH:12]2)=[N:7]1, predict the reactants needed to synthesize it. The reactants are: C[O:2][CH:3](OC)[CH2:4][CH2:5][N:6]1[CH:14]=[C:13]2[C:8]([CH:9]=[C:10]([NH:15][C:16]([NH:18][C:19]3[CH:24]=[CH:23][C:22]([O:25][C:26]4[CH:31]=[CH:30][CH:29]=[CH:28][CH:27]=4)=[CH:21][CH:20]=3)=[O:17])[CH:11]=[CH:12]2)=[N:7]1.Cl.